From a dataset of Forward reaction prediction with 1.9M reactions from USPTO patents (1976-2016). Predict the product of the given reaction. (1) Given the reactants S(Cl)([Cl:3])=O.[NH2:5][C:6]1[N:11]=[C:10]([Cl:12])[C:9]([CH2:13][C:14]2[CH:19]=[CH:18][C:17]([CH2:20]O)=[CH:16][C:15]=2[F:22])=[C:8]([CH3:23])[N:7]=1, predict the reaction product. The product is: [Cl:12][C:10]1[C:9]([CH2:13][C:14]2[CH:19]=[CH:18][C:17]([CH2:20][Cl:3])=[CH:16][C:15]=2[F:22])=[C:8]([CH3:23])[N:7]=[C:6]([NH2:5])[N:11]=1. (2) Given the reactants [C:1]([O:5][C:6]([N:8]1[CH2:20][C@@H:19]([CH3:21])[N:18]2[C@H:10]([CH2:11][C:12]3[C:17]2=[N:16][C:15]([CH2:22][OH:23])=[CH:14][CH:13]=3)[CH2:9]1)=[O:7])([CH3:4])([CH3:3])[CH3:2].[H-].[Na+].Br[CH2:27][CH:28]1[CH2:33][CH2:32][CH2:31][CH2:30][CH2:29]1, predict the reaction product. The product is: [C:1]([O:5][C:6]([N:8]1[CH2:20][C@@H:19]([CH3:21])[N:18]2[C@H:10]([CH2:11][C:12]3[C:17]2=[N:16][C:15]([CH2:22][O:23][CH2:27][CH:28]2[CH2:33][CH2:32][CH2:31][CH2:30][CH2:29]2)=[CH:14][CH:13]=3)[CH2:9]1)=[O:7])([CH3:2])([CH3:4])[CH3:3]. (3) Given the reactants COC1C=C(OC)C=CC=1C[N:6]([C:31]1[CH:36]=[CH:35][N:34]=[CH:33][N:32]=1)[S:7]([C:10]1[CH:15]=[CH:14][C:13]([O:16][C@H:17]2[CH2:22][CH2:21][CH2:20][CH2:19][C@@H:18]2[C:23]2[N:27]([CH3:28])[N:26]=[CH:25][CH:24]=2)=[C:12]([CH3:29])[C:11]=1[F:30])(=[O:9])=[O:8].C([SiH](CC)CC)C.FC(F)(F)C(O)=O, predict the reaction product. The product is: [F:30][C:11]1[C:12]([CH3:29])=[C:13]([O:16][C@H:17]2[CH2:22][CH2:21][CH2:20][CH2:19][C@@H:18]2[C:23]2[N:27]([CH3:28])[N:26]=[CH:25][CH:24]=2)[CH:14]=[CH:15][C:10]=1[S:7]([NH:6][C:31]1[CH:36]=[CH:35][N:34]=[CH:33][N:32]=1)(=[O:8])=[O:9]. (4) Given the reactants Cl.[Br:2][C:3]1[C:12]2[C:7](=[CH:8][CH:9]=[CH:10][C:11]=2[N+:13]([O-])=O)[CH:6]=[N:5][CH:4]=1.O.O.Cl[Sn]Cl, predict the reaction product. The product is: [NH2:13][C:11]1[CH:10]=[CH:9][CH:8]=[C:7]2[C:12]=1[C:3]([Br:2])=[CH:4][N:5]=[CH:6]2. (5) Given the reactants [CH3:1][C:2]1([CH3:17])[CH2:7][CH2:6][CH:5]([NH:8][C:9]2[C:14](I)=[CH:13][N:12]=[C:11]([NH2:16])[N:10]=2)[CH2:4][CH2:3]1.[Cl:18][C:19]1[C:20]([O:28][CH3:29])=[N:21][CH:22]=[CH:23][C:24]=1B(O)O.N#N.C(=O)([O-])[O-].[Na+].[Na+].C([O-])(O)=O.[Na+], predict the reaction product. The product is: [Cl:18][C:19]1[C:20]([O:28][CH3:29])=[N:21][CH:22]=[CH:23][C:24]=1[C:14]1[C:9]([NH:8][CH:5]2[CH2:6][CH2:7][C:2]([CH3:17])([CH3:1])[CH2:3][CH2:4]2)=[N:10][C:11]([NH2:16])=[N:12][CH:13]=1. (6) Given the reactants [F:1][C:2]([F:7])([F:6])[C:3]([OH:5])=[O:4].C(Cl)Cl.C(OC([N:18]1[CH2:23][CH2:22][N:21]([C:24]2[C:32]([Cl:33])=[CH:31][CH:30]=[C:29]3[C:25]=2[CH:26]=[CH:27][N:28]3[S:34]([C:37]2[CH:42]=[CH:41][CH:40]=[C:39]([Cl:43])[CH:38]=2)(=[O:36])=[O:35])[CH2:20][CH2:19]1)=O)(C)(C)C, predict the reaction product. The product is: [F:1][C:2]([F:7])([F:6])[C:3]([OH:5])=[O:4].[Cl:33][C:32]1[C:24]([N:21]2[CH2:20][CH2:19][NH:18][CH2:23][CH2:22]2)=[C:25]2[C:29](=[CH:30][CH:31]=1)[N:28]([S:34]([C:37]1[CH:42]=[CH:41][CH:40]=[C:39]([Cl:43])[CH:38]=1)(=[O:35])=[O:36])[CH:27]=[CH:26]2. (7) Given the reactants [Br:1][C:2]1[CH:3]=[C:4]([N:8]([CH2:13][CH2:14][C:15](=[O:22])[C:16]2[CH:21]=[CH:20][CH:19]=[CH:18][CH:17]=2)[C:9](=[O:12])OC)[CH:5]=[CH:6][CH:7]=1.[CH2:23]([Mg]Br)[CH:24]=[CH2:25], predict the reaction product. The product is: [CH2:25]([C:15]1([C:16]2[CH:17]=[CH:18][CH:19]=[CH:20][CH:21]=2)[O:22][C:9](=[O:12])[N:8]([C:4]2[CH:5]=[CH:6][CH:7]=[C:2]([Br:1])[CH:3]=2)[CH2:13][CH2:14]1)[CH:24]=[CH2:23].